From a dataset of Reaction yield outcomes from USPTO patents with 853,638 reactions. Predict the reaction yield, written as a fraction of the theoretical maximum amount of product (1.0 means a 100% yield; for example, 0.34 means a 34% yield). (1) The reactants are [N:1]1[C:10]2[C:5](=[CH:6][CH:7]=[CH:8][C:9]=2[C:11]2[CH:12]=[C:13]([OH:17])[CH:14]=[CH:15][CH:16]=2)[CH:4]=[CH:3][CH:2]=1.Cl[CH2:19][C@@H:20]1[CH2:22][O:21]1.C([O-])([O-])=O.[K+].[K+]. The catalyst is CC#N. The product is [O:21]1[CH2:22][C@@H:20]1[CH2:19][O:17][C:13]1[CH:12]=[C:11]([C:9]2[CH:8]=[CH:7][CH:6]=[C:5]3[C:10]=2[N:1]=[CH:2][CH:3]=[CH:4]3)[CH:16]=[CH:15][CH:14]=1. The yield is 0.750. (2) The reactants are [F:1][C:2]1[CH:3]=[C:4]2[C:9](=[CH:10][C:11]=1[O:12]C)[C:8](=[O:14])[NH:7][CH2:6][CH2:5]2.B(Br)(Br)Br.O.CCOC(C)=O. The catalyst is C(Cl)Cl. The product is [F:1][C:2]1[CH:3]=[C:4]2[C:9](=[CH:10][C:11]=1[OH:12])[C:8](=[O:14])[NH:7][CH2:6][CH2:5]2. The yield is 0.890. (3) The reactants are CCN(C(C)C)C(C)C.Cl.[NH2:11][C@@H:12]([CH:20]([CH3:22])[CH3:21])[C:13]([O:15][C:16]([CH3:19])([CH3:18])[CH3:17])=[O:14].Cl[C:24]([O:26][CH3:27])=[O:25]. The catalyst is C1COCC1. The product is [CH3:27][O:26][C:24]([NH:11][C@@H:12]([CH:20]([CH3:22])[CH3:21])[C:13]([O:15][C:16]([CH3:17])([CH3:19])[CH3:18])=[O:14])=[O:25]. The yield is 0.990. (4) The reactants are [NH3:1].C(O)C.[Br:5][C:6]1[CH:7]=[CH:8][C:9]([CH:25]=O)=[C:10]([NH:12][C:13](=O)[CH:14]([O:16][Si:17]([C:20]([CH3:23])([CH3:22])[CH3:21])([CH3:19])[CH3:18])[CH3:15])[CH:11]=1. No catalyst specified. The product is [Br:5][C:6]1[CH:11]=[C:10]2[C:9]([CH:25]=[N:1][C:13]([CH:14]([O:16][Si:17]([C:20]([CH3:23])([CH3:22])[CH3:21])([CH3:19])[CH3:18])[CH3:15])=[N:12]2)=[CH:8][CH:7]=1. The yield is 0.940. (5) The reactants are [C:1]([O:5][C:6](=[O:17])[N:7]([C:9]1[CH:10]=[N:11][C:12](Cl)=[CH:13][C:14]=1[I:15])[CH3:8])([CH3:4])([CH3:3])[CH3:2].[OH:18][CH2:19][C@@H:20]1[CH2:24][C@@H:23]([OH:25])[CH2:22][NH:21]1. The catalyst is CS(C)=O. The product is [C:1]([O:5][C:6](=[O:17])[N:7]([C:9]1[CH:10]=[N:11][C:12]([N:21]2[CH2:22][C@H:23]([OH:25])[CH2:24][C@H:20]2[CH2:19][OH:18])=[CH:13][C:14]=1[I:15])[CH3:8])([CH3:4])([CH3:3])[CH3:2]. The yield is 0.480.